From a dataset of NCI-60 drug combinations with 297,098 pairs across 59 cell lines. Regression. Given two drug SMILES strings and cell line genomic features, predict the synergy score measuring deviation from expected non-interaction effect. (1) Cell line: MDA-MB-231. Drug 1: CC(C1=C(C=CC(=C1Cl)F)Cl)OC2=C(N=CC(=C2)C3=CN(N=C3)C4CCNCC4)N. Synergy scores: CSS=10.2, Synergy_ZIP=-2.07, Synergy_Bliss=3.66, Synergy_Loewe=-0.817, Synergy_HSA=3.31. Drug 2: CCC(=C(C1=CC=CC=C1)C2=CC=C(C=C2)OCCN(C)C)C3=CC=CC=C3.C(C(=O)O)C(CC(=O)O)(C(=O)O)O. (2) Drug 1: C1=C(C(=O)NC(=O)N1)F. Drug 2: C1=CC(=CC=C1CCCC(=O)O)N(CCCl)CCCl. Cell line: TK-10. Synergy scores: CSS=26.4, Synergy_ZIP=-2.66, Synergy_Bliss=-2.54, Synergy_Loewe=1.62, Synergy_HSA=3.32. (3) Synergy scores: CSS=14.7, Synergy_ZIP=-0.705, Synergy_Bliss=1.41, Synergy_Loewe=-11.3, Synergy_HSA=1.10. Drug 2: C1C(C(OC1N2C=NC3=C(N=C(N=C32)Cl)N)CO)O. Drug 1: COC1=CC(=CC(=C1O)OC)C2C3C(COC3=O)C(C4=CC5=C(C=C24)OCO5)OC6C(C(C7C(O6)COC(O7)C8=CC=CS8)O)O. Cell line: HOP-62. (4) Drug 1: CN(C)N=NC1=C(NC=N1)C(=O)N. Drug 2: C1C(C(OC1N2C=NC3=C(N=C(N=C32)Cl)N)CO)O. Cell line: M14. Synergy scores: CSS=7.78, Synergy_ZIP=0.624, Synergy_Bliss=4.00, Synergy_Loewe=-16.9, Synergy_HSA=-0.258.